This data is from Merck oncology drug combination screen with 23,052 pairs across 39 cell lines. The task is: Regression. Given two drug SMILES strings and cell line genomic features, predict the synergy score measuring deviation from expected non-interaction effect. (1) Drug 1: CCC1(O)CC2CN(CCc3c([nH]c4ccccc34)C(C(=O)OC)(c3cc4c(cc3OC)N(C)C3C(O)(C(=O)OC)C(OC(C)=O)C5(CC)C=CCN6CCC43C65)C2)C1. Drug 2: COC1CC2CCC(C)C(O)(O2)C(=O)C(=O)N2CCCCC2C(=O)OC(C(C)CC2CCC(OP(C)(C)=O)C(OC)C2)CC(=O)C(C)C=C(C)C(O)C(OC)C(=O)C(C)CC(C)C=CC=CC=C1C. Cell line: RKO. Synergy scores: synergy=16.9. (2) Drug 1: CC1(c2nc3c(C(N)=O)cccc3[nH]2)CCCN1. Drug 2: CCc1cnn2c(NCc3ccc[n+]([O-])c3)cc(N3CCCCC3CCO)nc12. Cell line: A2058. Synergy scores: synergy=11.1.